Dataset: Peptide-MHC class I binding affinity with 185,985 pairs from IEDB/IMGT. Task: Regression. Given a peptide amino acid sequence and an MHC pseudo amino acid sequence, predict their binding affinity value. This is MHC class I binding data. (1) The peptide sequence is NLKLYGAEF. The MHC is HLA-B07:02 with pseudo-sequence HLA-B07:02. The binding affinity (normalized) is 0.0847. (2) The peptide sequence is IAVITETIPI. The MHC is HLA-A68:02 with pseudo-sequence HLA-A68:02. The binding affinity (normalized) is 0.534.